Dataset: Full USPTO retrosynthesis dataset with 1.9M reactions from patents (1976-2016). Task: Predict the reactants needed to synthesize the given product. (1) The reactants are: [C:1]([O:5][C:6]([NH:8][CH2:9][C@@H:10]1[CH2:15][CH2:14][C@H:13](C2C=C([N+]([O-])=O)C=CC=2C([O-])=O)[CH2:12][CH2:11]1)=[O:7])([CH3:4])([CH3:3])[CH3:2].[OH-:28].[Na+]. Given the product [OH:28][C@@H:13]1[CH2:14][CH2:15][C@H:10]([CH2:9][NH:8][C:6](=[O:7])[O:5][C:1]([CH3:4])([CH3:3])[CH3:2])[CH2:11][CH2:12]1, predict the reactants needed to synthesize it. (2) The reactants are: C(OC(=O)[N:5]([CH2:29][CH:30](OC)OC)[CH:6]([C:16]1[CH:21]=[CH:20][C:19]([O:22][CH2:23][CH2:24][CH2:25][OH:26])=[C:18]([O:27][CH3:28])[CH:17]=1)[CH2:7][C:8]1[CH:13]=[CH:12][CH:11]=[C:10]([O:14][CH3:15])[CH:9]=1)C.Cl.[C:37]([O:40][CH2:41][CH3:42])(=[O:39])C.CCCCCC. Given the product [CH2:41]([O:40][C:37]([N:5]1[CH:29]=[CH:30][C:21]2[C:16](=[CH:17][C:18]([O:27][CH3:28])=[C:19]([O:22][CH2:23][CH2:24][CH2:25][OH:26])[CH:20]=2)[CH:6]1[CH2:7][C:8]1[CH:13]=[CH:12][CH:11]=[C:10]([O:14][CH3:15])[CH:9]=1)=[O:39])[CH3:42], predict the reactants needed to synthesize it.